This data is from Reaction yield outcomes from USPTO patents with 853,638 reactions. The task is: Predict the reaction yield, written as a fraction of the theoretical maximum amount of product (1.0 means a 100% yield; for example, 0.34 means a 34% yield). (1) The reactants are [C:1]1([N:7]2[C:15]3[CH2:14][CH2:13][CH2:12]/[C:11](=[CH:16]\[CH:17]=O)/[C:10]=3[CH:9]=[N:8]2)[CH:6]=[CH:5][CH:4]=[CH:3][CH:2]=1.[CH2:19](CN)[C:20]1[CH:25]=[CH:24][CH:23]=[CH:22][CH:21]=1.[C:28]([BH3-])#[N:29].[Na+]. The catalyst is CO. The product is [CH2:19]([N:29]([CH3:28])[CH2:17]/[CH:16]=[C:11]1/[C:10]2[CH:9]=[N:8][N:7]([C:1]3[CH:6]=[CH:5][CH:4]=[CH:3][CH:2]=3)[C:15]=2[CH2:14][CH2:13][CH2:12]/1)[C:20]1[CH:21]=[CH:22][CH:23]=[CH:24][CH:25]=1. The yield is 0.360. (2) The reactants are [F:1][C:2]1[CH:7]=[CH:6][C:5]([CH2:8][C:9]([OH:11])=O)=[CH:4][CH:3]=1.CN(C)C=O.S(Cl)([Cl:19])=O. The catalyst is C1(C)C=CC=CC=1. The product is [F:1][C:2]1[CH:7]=[CH:6][C:5]([CH2:8][C:9]([Cl:19])=[O:11])=[CH:4][CH:3]=1. The yield is 0.895. (3) The reactants are [Cl:1][C:2]1[CH:3]=[C:4]2[C:8](=[CH:9][CH:10]=1)[N:7]([CH:11]([C:18]1[CH:23]=[CH:22][CH:21]=[CH:20][CH:19]=1)[C:12]1[CH:17]=[CH:16][CH:15]=[CH:14][CH:13]=1)[C:6]([CH2:24][CH2:25][NH:26][S:27]([CH2:30][C:31]1[CH:36]=[CH:35][CH:34]=[CH:33][C:32]=1[CH:37]=O)(=[O:29])=[O:28])=[C:5]2[CH2:39][CH2:40][CH2:41][C:42]1[CH:51]=[CH:50][C:45]([C:46]([O:48][CH3:49])=[O:47])=[CH:44][CH:43]=1.[NH:52]([CH2:55][CH3:56])[CH2:53][CH3:54].[BH-](OC(C)=O)(OC(C)=O)OC(C)=O.[Na+]. The catalyst is ClCCCl. The product is [Cl:1][C:2]1[CH:3]=[C:4]2[C:8](=[CH:9][CH:10]=1)[N:7]([CH:11]([C:12]1[CH:13]=[CH:14][CH:15]=[CH:16][CH:17]=1)[C:18]1[CH:19]=[CH:20][CH:21]=[CH:22][CH:23]=1)[C:6]([CH2:24][CH2:25][NH:26][S:27]([CH2:30][C:31]1[CH:36]=[CH:35][CH:34]=[CH:33][C:32]=1[CH2:37][N:52]([CH2:55][CH3:56])[CH2:53][CH3:54])(=[O:29])=[O:28])=[C:5]2[CH2:39][CH2:40][CH2:41][C:42]1[CH:43]=[CH:44][C:45]([C:46]([O:48][CH3:49])=[O:47])=[CH:50][CH:51]=1. The yield is 0.410. (4) The reactants are [F:1][C:2]1[CH:16]=[CH:15][C:14]([F:17])=[CH:13][C:3]=1[CH2:4][C:5]1[O:9][N:8]=[C:7]([C:10]([OH:12])=O)[CH:6]=1.Cl.[Br:19][C:20]1[CH:21]=[C:22]2[C:26](=[CH:27][CH:28]=1)[NH:25][CH:24]=[C:23]2[CH2:29][CH2:30][NH2:31].CN(C(ON1N=NC2C=CC=NC1=2)=[N+](C)C)C.F[P-](F)(F)(F)(F)F.C(N(CC)C(C)C)(C)C. The catalyst is CN(C=O)C. The product is [Br:19][C:20]1[CH:21]=[C:22]2[C:26](=[CH:27][CH:28]=1)[NH:25][CH:24]=[C:23]2[CH2:29][CH2:30][NH:31][C:10]([C:7]1[CH:6]=[C:5]([CH2:4][C:3]2[CH:13]=[C:14]([F:17])[CH:15]=[CH:16][C:2]=2[F:1])[O:9][N:8]=1)=[O:12]. The yield is 0.600. (5) The reactants are [Cl:1][C:2]1[CH:7]=[CH:6][C:5]([C:8]2[C:12]([CH2:13][O:14][C:15]3[CH:23]=[CH:22][C:18]([C:19]([OH:21])=O)=[CH:17][N:16]=3)=[C:11]([CH2:24][OH:25])[O:10][N:9]=2)=[CH:4][CH:3]=1.[CH:26]1([NH2:29])[CH2:28][CH2:27]1.O.ON1C2C=CC=CC=2N=N1.C(N(C(C)C)C(C)C)C.Cl.CN(C)CCCN=C=NCC. The catalyst is C1COCC1. The product is [Cl:1][C:2]1[CH:3]=[CH:4][C:5]([C:8]2[C:12]([CH2:13][O:14][C:15]3[CH:23]=[CH:22][C:18]([C:19]([NH:29][CH:26]4[CH2:28][CH2:27]4)=[O:21])=[CH:17][N:16]=3)=[C:11]([CH2:24][OH:25])[O:10][N:9]=2)=[CH:6][CH:7]=1. The yield is 0.860. (6) The reactants are Cl[CH2:2][C@@H:3]1[O:12][CH2:11][C@@H:6]2[CH2:7][O:8][CH2:9][CH2:10][N:5]2[CH2:4]1.[C:13]([O-:16])(=[O:15])[CH3:14].[K+]. The yield is 0.420. The catalyst is CN(C=O)C. The product is [C:13]([O:16][CH2:2][CH:3]1[O:12][CH2:11][CH:6]2[CH2:7][O:8][CH2:9][CH2:10][N:5]2[CH2:4]1)(=[O:15])[CH3:14].